Dataset: Reaction yield outcomes from USPTO patents with 853,638 reactions. Task: Predict the reaction yield, written as a fraction of the theoretical maximum amount of product (1.0 means a 100% yield; for example, 0.34 means a 34% yield). (1) The reactants are [F:1][C:2]([F:12])([F:11])[C:3]1[CH:10]=[CH:9][C:6]([CH2:7][NH2:8])=[CH:5][CH:4]=1.C[O:14][C:15](=O)[C:16]1[C:21]([I:22])=[CH:20][C:19]([F:23])=[CH:18][C:17]=1[CH2:24]Br.C([O-])([O-])=O.[K+].[K+]. The catalyst is C1(C)C=CC=CC=1. The product is [F:23][C:19]1[CH:18]=[C:17]2[C:16](=[C:21]([I:22])[CH:20]=1)[C:15](=[O:14])[N:8]([CH2:7][C:6]1[CH:9]=[CH:10][C:3]([C:2]([F:11])([F:12])[F:1])=[CH:4][CH:5]=1)[CH2:24]2. The yield is 0.350. (2) The reactants are Cl[C:2]1[C:7]([C:8]([O:10][CH2:11][CH3:12])=[O:9])=[CH:6][N:5]=[C:4]([S:13][CH3:14])[N:3]=1.[NH2:15][C@@H:16]1[CH2:21][CH2:20][CH2:19][C@H:18]([OH:22])[CH2:17]1.CCN(C(C)C)C(C)C. The catalyst is C(O)C. The product is [OH:22][C@H:18]1[CH2:19][CH2:20][CH2:21][C@@H:16]([NH:15][C:2]2[C:7]([C:8]([O:10][CH2:11][CH3:12])=[O:9])=[CH:6][N:5]=[C:4]([S:13][CH3:14])[N:3]=2)[CH2:17]1. The yield is 0.850. (3) The product is [Br:21][C:18]1[S:17][C:16]([NH:15][C:6](=[O:7])[C:5]2[CH:9]=[CH:10][C:2]([Cl:1])=[C:3]([N+:11]([O-:13])=[O:12])[CH:4]=2)=[N:20][CH:19]=1. The yield is 0.690. The catalyst is N1C=CC=CC=1. The reactants are [Cl:1][C:2]1[CH:10]=[CH:9][C:5]([C:6](Cl)=[O:7])=[CH:4][C:3]=1[N+:11]([O-:13])=[O:12].Br.[NH2:15][C:16]1[S:17][C:18]([Br:21])=[CH:19][N:20]=1. (4) The reactants are [H-].[Na+].[CH:3]1([S:6]([NH2:9])(=[O:8])=[O:7])[CH2:5][CH2:4]1.[CH3:10][C:11]1([CH3:39])[CH2:20][C:19]2[C:14](=[CH:15][CH:16]=[C:17]([C:21](O)=[O:22])[CH:18]=2)[NH:13][CH:12]1[C:24]1[CH:29]=[CH:28][CH:27]=[C:26]([N:30]2[CH2:35][CH2:34][N:33]([CH3:36])[C:32](=[O:37])[C:31]2=[O:38])[CH:25]=1.C(N1C=CN=C1)(N1C=CN=C1)=O. The catalyst is CN(C)C=O. The product is [CH3:10][C:11]1([CH3:39])[CH2:20][C:19]2[C:14](=[CH:15][CH:16]=[C:17]([C:21]([NH:9][S:6]([CH:3]3[CH2:5][CH2:4]3)(=[O:8])=[O:7])=[O:22])[CH:18]=2)[NH:13][CH:12]1[C:24]1[CH:29]=[CH:28][CH:27]=[C:26]([N:30]2[CH2:35][CH2:34][N:33]([CH3:36])[C:32](=[O:37])[C:31]2=[O:38])[CH:25]=1. The yield is 0.200.